Predict the reaction yield, written as a fraction of the theoretical maximum amount of product (1.0 means a 100% yield; for example, 0.34 means a 34% yield). From a dataset of Reaction yield outcomes from USPTO patents with 853,638 reactions. The reactants are [Br:1][C:2]1[CH:7]=[CH:6][C:5]([F:8])=[CH:4][C:3]=1[F:9].[N+:10]([O-])([OH:12])=[O:11]. The catalyst is OS(O)(=O)=O. The product is [Br:1][C:2]1[C:3]([F:9])=[CH:4][C:5]([F:8])=[C:6]([N+:10]([O-:12])=[O:11])[CH:7]=1. The yield is 0.970.